Task: Predict the product of the given reaction.. Dataset: Forward reaction prediction with 1.9M reactions from USPTO patents (1976-2016) (1) Given the reactants [CH3:1][C:2]1([CH3:10])[CH2:8][C:7](=[O:9])[O:6][C:4](=O)[CH2:3]1.C(N(C(C)C)CC)(C)C.[NH2:20][CH2:21][CH2:22][C:23]1[CH:28]=[CH:27][C:26]([O:29][C:30](=[O:39])[N:31]([CH3:38])[C:32]2[CH:37]=[CH:36][CH:35]=[CH:34][CH:33]=2)=[CH:25][CH:24]=1.C(O)(C(F)(F)F)=O.S(Cl)(Cl)=O, predict the reaction product. The product is: [CH3:10][C:2]1([CH3:1])[CH2:3][C:4](=[O:6])[N:20]([CH2:21][CH2:22][C:23]2[CH:24]=[CH:25][C:26]([O:29][C:30](=[O:39])[N:31]([CH3:38])[C:32]3[CH:33]=[CH:34][CH:35]=[CH:36][CH:37]=3)=[CH:27][CH:28]=2)[C:7](=[O:9])[CH2:8]1. (2) Given the reactants C(OC(=O)[NH:10][CH2:11][CH2:12][CH2:13][CH2:14][CH2:15][C:16]1[N:20]([CH2:21][CH2:22][CH3:23])[C:19]2[CH:24]=[C:25]([C:28]#[N:29])[CH:26]=[CH:27][C:18]=2[N:17]=1)C1C=CC=CC=1, predict the reaction product. The product is: [NH2:10][CH2:11][CH2:12][CH2:13][CH2:14][CH2:15][C:16]1[N:20]([CH2:21][CH2:22][CH3:23])[C:19]2[CH:24]=[C:25]([C:28]#[N:29])[CH:26]=[CH:27][C:18]=2[N:17]=1. (3) Given the reactants [N:1]1([S:11]([C:14]2[CH:15]=[C:16]([N:20]3[C:25](=[O:26])[C:24]4=[C:27]([CH2:30][OH:31])[S:28][CH:29]=[C:23]4[NH:22][C:21]3=[O:32])[CH:17]=[CH:18][CH:19]=2)(=[O:13])=[O:12])[C:10]2[C:5](=[CH:6][CH:7]=[CH:8][CH:9]=2)[CH2:4][CH2:3][CH2:2]1, predict the reaction product. The product is: [N:1]1([S:11]([C:14]2[CH:15]=[C:16]([N:20]3[C:25](=[O:26])[C:24]4=[C:27]([CH:30]=[O:31])[S:28][CH:29]=[C:23]4[NH:22][C:21]3=[O:32])[CH:17]=[CH:18][CH:19]=2)(=[O:13])=[O:12])[C:10]2[C:5](=[CH:6][CH:7]=[CH:8][CH:9]=2)[CH2:4][CH2:3][CH2:2]1. (4) The product is: [F:25][C:26]1[CH:35]=[CH:34][C:29]2[N:30]=[C:31]([NH:33][C:13]([CH:14]3[C:15]4[C:16](=[CH:20][CH:21]=[CH:22][CH:23]=4)[C:17](=[O:19])[N:12]([CH2:11][CH2:10][O:9][CH3:8])[CH:6]3[C:2]3[S:1][CH:5]=[CH:4][CH:3]=3)=[O:24])[S:32][C:28]=2[CH:27]=1. Given the reactants [S:1]1[CH:5]=[CH:4][CH:3]=[C:2]1[CH:6]=O.[CH3:8][O:9][CH2:10][CH2:11][NH2:12].[C:13]1(=[O:24])[O:19][C:17](=O)[C:16]2=[CH:20][CH:21]=[CH:22][CH:23]=[C:15]2[CH2:14]1.[F:25][C:26]1[CH:35]=[CH:34][C:29]2[N:30]=[C:31]([NH2:33])[S:32][C:28]=2[CH:27]=1, predict the reaction product. (5) Given the reactants [CH3:1][O:2][C:3]1[CH:4]=[CH:5][C:6]([CH:25]=[C:26]2[S:30][C:29](=[O:31])[NH:28][C:27]2=[O:32])=[C:7]2[C:12]=1[N:11]([CH2:13][C:14]1[CH:19]=[CH:18][C:17]([C:20]([O:22][CH3:23])=[O:21])=[CH:16][CH:15]=1)[C:10](=[O:24])[CH2:9][CH2:8]2, predict the reaction product. The product is: [CH3:1][O:2][C:3]1[CH:4]=[CH:5][C:6]([CH2:25][CH:26]2[S:30][C:29](=[O:31])[NH:28][C:27]2=[O:32])=[C:7]2[C:12]=1[N:11]([CH2:13][C:14]1[CH:19]=[CH:18][C:17]([C:20]([O:22][CH3:23])=[O:21])=[CH:16][CH:15]=1)[C:10](=[O:24])[CH2:9][CH2:8]2.